The task is: Predict the reaction yield, written as a fraction of the theoretical maximum amount of product (1.0 means a 100% yield; for example, 0.34 means a 34% yield).. This data is from Reaction yield outcomes from USPTO patents with 853,638 reactions. The reactants are [CH3:1][N:2]1[C:10]2[C:5](=[CH:6][CH:7]=[CH:8][CH:9]=2)[C:4]([CH:11]=O)=[C:3]1[C:13]1[CH:18]=[CH:17][CH:16]=[CH:15][CH:14]=1.[CH3:19][O:20][C:21]1[C:26]2[C:27](=[O:30])[CH2:28][O:29][C:25]=2[CH:24]=[C:23]([O:31][CH3:32])[CH:22]=1. The catalyst is Cl.C(O)C. The product is [CH3:19][O:20][C:21]1[C:26]2[C:27](=[O:30])/[C:28](=[CH:11]/[C:4]3[C:5]4[C:10](=[CH:9][CH:8]=[CH:7][CH:6]=4)[N:2]([CH3:1])[C:3]=3[C:13]3[CH:18]=[CH:17][CH:16]=[CH:15][CH:14]=3)/[O:29][C:25]=2[CH:24]=[C:23]([O:31][CH3:32])[CH:22]=1. The yield is 0.850.